This data is from Forward reaction prediction with 1.9M reactions from USPTO patents (1976-2016). The task is: Predict the product of the given reaction. (1) The product is: [F:32][C:29]1[CH:30]=[CH:31][C:26]([C@:19]2([CH2:22][CH2:23][CH2:24][OH:25])[O:18][C:17](=[O:33])[N:16]([C@H:14]([C:11]3[CH:12]=[CH:13][C:8]([C:4]4[N:5]=[CH:6][NH:7][C:2](=[O:34])[CH:3]=4)=[CH:9][CH:10]=3)[CH3:15])[CH2:21][CH2:20]2)=[CH:27][CH:28]=1. Given the reactants Cl[C:2]1[N:7]=[CH:6][N:5]=[C:4]([C:8]2[CH:13]=[CH:12][C:11]([C@@H:14]([N:16]3[CH2:21][CH2:20][C@@:19]([C:26]4[CH:31]=[CH:30][C:29]([F:32])=[CH:28][CH:27]=4)([CH2:22][CH2:23][CH2:24][OH:25])[O:18][C:17]3=[O:33])[CH3:15])=[CH:10][CH:9]=2)[CH:3]=1.[OH-:34].[Na+], predict the reaction product. (2) Given the reactants [F:1][C:2]1[C:3]([I:10])=[CH:4][C:5]([CH3:9])=[C:6]([CH:8]=1)[NH2:7].[C:11](OC(=O)C)(=[O:13])[CH3:12], predict the reaction product. The product is: [F:1][C:2]1[C:3]([I:10])=[CH:4][C:5]([CH3:9])=[C:6]([NH:7][C:11](=[O:13])[CH3:12])[CH:8]=1. (3) Given the reactants [Si]([O:8][CH2:9][CH2:10][N:11]1[CH:15]=[C:14]([CH2:16][O:17][C:18]2[C:27]3[C:22](=[CH:23][CH:24]=[CH:25][CH:26]=3)[C:21]3=[N:28][N:29]=[C:30]([C:31]4[CH:35]=[C:34]([CH3:36])[O:33][N:32]=4)[N:20]3[N:19]=2)[N:13]=[N:12]1)(C(C)(C)C)(C)C.C1(C)C=CC(S([O-])(=O)=O)=CC=1.[NH+]1C=CC=CC=1, predict the reaction product. The product is: [CH3:36][C:34]1[O:33][N:32]=[C:31]([C:30]2[N:20]3[N:19]=[C:18]([O:17][CH2:16][C:14]4[N:13]=[N:12][N:11]([CH2:10][CH2:9][OH:8])[CH:15]=4)[C:27]4[C:22]([C:21]3=[N:28][N:29]=2)=[CH:23][CH:24]=[CH:25][CH:26]=4)[CH:35]=1. (4) Given the reactants [NH2:1][C:2]1[CH:22]=[CH:21][C:5]([O:6][C:7]2[C:12]([C:13]3[CH:18]=[CH:17][N:16]=[C:15]([NH:19][CH3:20])[N:14]=3)=[CH:11][CH:10]=[CH:9][N:8]=2)=[CH:4][CH:3]=1.[N-:23]=[C:24]=[O:25].[K+].O, predict the reaction product. The product is: [CH3:20][NH:19][C:15]1[N:14]=[C:13]([C:12]2[C:7]([O:6][C:5]3[CH:21]=[CH:22][C:2]([NH:1][C:24]([NH2:23])=[O:25])=[CH:3][CH:4]=3)=[N:8][CH:9]=[CH:10][CH:11]=2)[CH:18]=[CH:17][N:16]=1. (5) Given the reactants C(OC([N:8]1[C:12]([C:13]2[CH:18]=[CH:17][C:16]([NH:19][C:20](=[O:27])[CH2:21][CH2:22][CH2:23][CH2:24][CH2:25][CH3:26])=[CH:15][CH:14]=2)=[CH:11][N:10]=[C:9]1[NH2:28])=O)(C)(C)C.FC(F)(F)C(O)=O.C1(C)C=CC=CC=1.[Cl:43]CCl, predict the reaction product. The product is: [ClH:43].[NH2:28][C:9]1[NH:8][C:12]([C:13]2[CH:14]=[CH:15][C:16]([NH:19][C:20](=[O:27])[CH2:21][CH2:22][CH2:23][CH2:24][CH2:25][CH3:26])=[CH:17][CH:18]=2)=[CH:11][N:10]=1. (6) Given the reactants [F:1][C:2]1[CH:3]=[C:4]([OH:12])[CH:5]=[C:6]([C:8]([F:11])([F:10])[F:9])[CH:7]=1.[H-].[Na+].[Cl:15][C:16]1[N:17]=[N:18][CH:19]=[C:20](Cl)[CH:21]=1, predict the reaction product. The product is: [Cl:15][C:16]1[N:17]=[N:18][CH:19]=[C:20]([O:12][C:4]2[CH:5]=[C:6]([C:8]([F:10])([F:11])[F:9])[CH:7]=[C:2]([F:1])[CH:3]=2)[CH:21]=1.